This data is from Full USPTO retrosynthesis dataset with 1.9M reactions from patents (1976-2016). The task is: Predict the reactants needed to synthesize the given product. (1) Given the product [CH2:7]([O:6][C:4](=[O:5])[CH2:3][C:9]1([OH:14])[CH2:13][CH2:12][CH2:11][CH2:10]1)[CH3:8], predict the reactants needed to synthesize it. The reactants are: Br[Zn][CH2:3][C:4]([O:6][CH2:7][CH3:8])=[O:5].[C:9]1(=[O:14])[CH2:13][CH2:12][CH2:11][CH2:10]1.Cl.C(OCC)(=O)C. (2) Given the product [NH2:14][C@H:15]1[CH2:45][CH2:44][C:18]2[N:19]=[C:20]([NH:22][C:23](=[O:43])[C:24]3[CH:29]=[CH:28][CH:27]=[C:26]([O:30][CH2:31][C:32](=[O:42])[NH:33][C:34]4[CH:35]=[CH:36][C:37]([C:40]#[N:41])=[CH:38][CH:39]=4)[CH:25]=3)[S:21][C:17]=2[CH2:16]1, predict the reactants needed to synthesize it. The reactants are: FC(F)(F)C(O)=O.C(OC(=O)[NH:14][C@H:15]1[CH2:45][CH2:44][C:18]2[N:19]=[C:20]([NH:22][C:23](=[O:43])[C:24]3[CH:29]=[CH:28][CH:27]=[C:26]([O:30][CH2:31][C:32](=[O:42])[NH:33][C:34]4[CH:39]=[CH:38][C:37]([C:40]#[N:41])=[CH:36][CH:35]=4)[CH:25]=3)[S:21][C:17]=2[CH2:16]1)(C)(C)C. (3) The reactants are: C1(P(C2CCCCC2)C2C=CC=CC=2C2C(C(C)C)=CC(C(C)C)=CC=2C(C)C)CCCCC1.[O:35]1[CH2:40][CH2:39][N:38]([C:41]2[C:46]([NH2:47])=[CH:45][C:44]([N:48]3[CH2:53][CH2:52][O:51][CH2:50][CH2:49]3)=[CH:43][N:42]=2)[CH2:37][CH2:36]1.Cl[C:55]1[C:64]2[C:59](=[C:60]([Cl:66])[C:61]([F:65])=[CH:62][CH:63]=2)[N:58]=[C:57]([C:67]2[CH:72]=[CH:71][CH:70]=[CH:69][N:68]=2)[C:56]=1[CH3:73].CC(C)([O-])C.[Na+]. Given the product [Cl:66][C:60]1[C:61]([F:65])=[CH:62][CH:63]=[C:64]2[C:59]=1[N:58]=[C:57]([C:67]1[CH:72]=[CH:71][CH:70]=[CH:69][N:68]=1)[C:56]([CH3:73])=[C:55]2[NH:47][C:46]1[C:41]([N:38]2[CH2:39][CH2:40][O:35][CH2:36][CH2:37]2)=[N:42][CH:43]=[C:44]([N:48]2[CH2:49][CH2:50][O:51][CH2:52][CH2:53]2)[CH:45]=1, predict the reactants needed to synthesize it. (4) Given the product [C:1]([CH:4]1[CH2:9][C:8]([F:11])([F:10])[CH2:7][CH2:6][N:5]1[C:12]([O:14][C:15]([CH3:18])([CH3:17])[CH3:16])=[O:13])#[N:2], predict the reactants needed to synthesize it. The reactants are: [C:1]([CH:4]1[CH2:9][C:8]([F:11])([F:10])[CH2:7][CH2:6][N:5]1[C:12]([O:14][C:15]([CH3:18])([CH3:17])[CH3:16])=[O:13])(=O)[NH2:2].FC(F)(F)C(OC(=O)C(F)(F)F)=O. (5) The reactants are: Cl.[CH3:2][S:3]([N:6]1[CH2:11][CH2:10][CH:9]([C@@H:12]2[CH2:16][NH:15][C@H:14]([C:17]3[NH:18][C:19]([C:22]4[CH:27]=[CH:26][C:25]([NH:28][C:29](=[O:32])[O:30][CH3:31])=[CH:24][CH:23]=4)=[CH:20][N:21]=3)[CH2:13]2)[CH2:8][CH2:7]1)(=[O:5])=[O:4].[CH3:33][C:34]([O:37][C:38]([NH:40][C@H:41]([C@H:43]1[CH2:48][CH2:47][C@H:46]([C:49](O)=[O:50])[CH2:45][CH2:44]1)[CH3:42])=[O:39])([CH3:36])[CH3:35]. Given the product [CH3:31][O:30][C:29]([NH:28][C:25]1[CH:24]=[CH:23][C:22]([C:19]2[NH:18][C:17]([C@@H:14]3[CH2:13][C@H:12]([CH:9]4[CH2:8][CH2:7][N:6]([S:3]([CH3:2])(=[O:4])=[O:5])[CH2:11][CH2:10]4)[CH2:16][N:15]3[C:49]([C@H:46]3[CH2:45][CH2:44][C@H:43]([C@@H:41]([NH:40][C:38](=[O:39])[O:37][C:34]([CH3:36])([CH3:35])[CH3:33])[CH3:42])[CH2:48][CH2:47]3)=[O:50])=[N:21][CH:20]=2)=[CH:27][CH:26]=1)=[O:32], predict the reactants needed to synthesize it. (6) Given the product [Cl:10][C:11]1[C:12]([C:17]([F:19])([F:18])[F:20])=[N:13][N:14]([CH:2]2[CH2:8][CH2:7][CH2:6][CH2:5][O:4][C:3]2=[O:9])[C:15]=1[CH3:16], predict the reactants needed to synthesize it. The reactants are: Br[CH:2]1[CH2:8][CH2:7][CH2:6][CH2:5][O:4][C:3]1=[O:9].[Cl:10][C:11]1[C:12]([C:17]([F:20])([F:19])[F:18])=[N:13][NH:14][C:15]=1[CH3:16].C(=O)([O-])[O-].[K+].[K+]. (7) Given the product [CH3:8][C:6]1[CH:7]=[C:2]([NH:1][C:24](=[O:25])[O:23][C:20]([CH3:22])([CH3:21])[CH3:19])[CH:3]=[N:4][CH:5]=1, predict the reactants needed to synthesize it. The reactants are: [NH2:1][C:2]1[CH:3]=[N:4][CH:5]=[C:6]([CH3:8])[CH:7]=1.[Li+].C[Si]([N-][Si](C)(C)C)(C)C.[CH3:19][C:20]([O:23][C:24](O[C:24]([O:23][C:20]([CH3:22])([CH3:21])[CH3:19])=[O:25])=[O:25])([CH3:22])[CH3:21]. (8) Given the product [Si:1]([O:8][C@@H:9]1[CH2:14][CH2:13][C@H:12]([N:15]2[C:23]3[CH:22]=[CH:21][N:20]=[C:19]([O:24][CH3:25])[C:18]=3[C:17]([C:35]3[CH:40]=[CH:39][C:38]([S:41]([NH2:44])(=[O:43])=[O:42])=[CH:37][CH:36]=3)=[CH:16]2)[CH2:11][CH2:10]1)([C:4]([CH3:7])([CH3:6])[CH3:5])([CH3:3])[CH3:2], predict the reactants needed to synthesize it. The reactants are: [Si:1]([O:8][C@@H:9]1[CH2:14][CH2:13][C@H:12]([N:15]2[C:23]3[CH:22]=[CH:21][N:20]=[C:19]([O:24][CH3:25])[C:18]=3[C:17](I)=[CH:16]2)[CH2:11][CH2:10]1)([C:4]([CH3:7])([CH3:6])[CH3:5])([CH3:3])[CH3:2].CC1(C)C(C)(C)OB([C:35]2[CH:40]=[CH:39][C:38]([S:41]([NH2:44])(=[O:43])=[O:42])=[CH:37][CH:36]=2)O1.C(=O)([O-])[O-].[K+].[K+]. (9) Given the product [CH2:18]([O:25][C:26]([NH:10][C@H:9]([C:11]([O:13][C:14]([CH3:17])([CH3:16])[CH3:15])=[O:12])[CH2:8][C:5]1[CH:6]=[N:7][C:2]([Br:1])=[CH:3][CH:4]=1)=[O:27])[C:19]1[CH:24]=[CH:23][CH:22]=[CH:21][CH:20]=1, predict the reactants needed to synthesize it. The reactants are: [Br:1][C:2]1[N:7]=[CH:6][C:5]([CH2:8][C@@H:9]([C:11]([O:13][C:14]([CH3:17])([CH3:16])[CH3:15])=[O:12])[NH2:10])=[CH:4][CH:3]=1.[CH2:18]([O:25][C:26](Cl)=[O:27])[C:19]1[CH:24]=[CH:23][CH:22]=[CH:21][CH:20]=1. (10) Given the product [Cl:32][CH2:33][C:34]([NH:25][C:21]1[CH:20]=[C:19]([C:9]2[N:10]([CH2:15][CH2:16][O:17][CH3:18])[C:11]([S:13][CH3:14])=[N:12][C:8]=2[C:5]2[CH:4]=[CH:3][C:2]([F:1])=[CH:7][CH:6]=2)[CH:24]=[CH:23][N:22]=1)=[O:35], predict the reactants needed to synthesize it. The reactants are: [F:1][C:2]1[CH:7]=[CH:6][C:5]([C:8]2[N:12]=[C:11]([S:13][CH3:14])[N:10]([CH2:15][CH2:16][O:17][CH3:18])[C:9]=2[C:19]2[CH:24]=[CH:23][N:22]=[C:21]([NH2:25])[CH:20]=2)=[CH:4][CH:3]=1.C([O-])([O-])=O.[K+].[K+].[Cl:32][CH2:33][C:34](Cl)=[O:35].